Dataset: Catalyst prediction with 721,799 reactions and 888 catalyst types from USPTO. Task: Predict which catalyst facilitates the given reaction. (1) Reactant: [CH3:1][O:2][CH:3](Cl)Cl.[Sn](Cl)(Cl)(Cl)Cl.[F:11][C:12]1[C:21]2[C:16](=[CH:17][CH:18]=[CH:19][CH:20]=2)[C:15]([O:22]C)=[CH:14][CH:13]=1. Product: [F:11][C:12]1[C:21]2[C:16](=[CH:17][CH:18]=[CH:19][CH:20]=2)[C:3]([O:2][CH3:1])=[C:14]([CH:15]=[O:22])[CH:13]=1. The catalyst class is: 4. (2) Reactant: [CH:1]([C:3]1[CH:8]=[CH:7][C:6]([CH2:9][N:10]2[CH2:15][CH2:14][N:13]([C:16]3[C:21]([C:22]([O:24][CH:25]([CH3:27])[CH3:26])=[O:23])=[CH:20][CH:19]=[CH:18][N:17]=3)[CH2:12][CH2:11]2)=[CH:5][CH:4]=1)=O.[CH2:28]([NH2:30])[CH3:29].C1COCC1.C(O)(=O)C.C([BH3-])#N.[Na+]. Product: [CH2:28]([NH:30][CH2:1][C:3]1[CH:4]=[CH:5][C:6]([CH2:9][N:10]2[CH2:15][CH2:14][N:13]([C:16]3[C:21]([C:22]([O:24][CH:25]([CH3:26])[CH3:27])=[O:23])=[CH:20][CH:19]=[CH:18][N:17]=3)[CH2:12][CH2:11]2)=[CH:7][CH:8]=1)[CH3:29]. The catalyst class is: 5. (3) Reactant: CO.[Cl:3][C:4]1[N:12]=[C:11](Cl)[C:10]([F:14])=[CH:9][C:5]=1[C:6]([OH:8])=[O:7].C(O)(=O)C.Cl. Product: [Cl:3][C:4]1[N:12]=[CH:11][C:10]([F:14])=[CH:9][C:5]=1[C:6]([OH:8])=[O:7]. The catalyst class is: 739. (4) Reactant: [CH3:1][O:2][CH2:3][C:4](=[C:12]1[CH2:16][CH2:15][N:14]([C:17]([O:19][CH2:20][C:21]2[CH:26]=[CH:25][CH:24]=[CH:23][CH:22]=2)=[O:18])[C:13]1=O)[NH:5][C:6]1[CH:11]=[CH:10][CH:9]=[CH:8][CH:7]=1.N1C(=O)NC(=O)NC1=O.COC(OC)(C)C.[H][H].COCC(C1CCN(C(OCC2C=CC=CC=2)=O)C1=O)NC1C=CC=CC=1. Product: [CH3:1][O:2][CH2:3][C@H:4]1[C@H:12]2[CH2:16][CH2:15][N:14]([C:17]([O:19][CH2:20][C:21]3[CH:26]=[CH:25][CH:24]=[CH:23][CH:22]=3)=[O:18])[C@H:13]2[C:7]2[CH:8]=[CH:9][CH:10]=[CH:11][C:6]=2[NH:5]1. The catalyst class is: 21. (5) Reactant: [Cl:1][C:2]1[CH:24]=[CH:23][CH:22]=[C:21]([C:25]#[N:26])[C:3]=1[CH2:4][N:5]1[C:13]2[C:8](=[CH:9][CH:10]=[C:11]([C:14]([F:19])([F:18])[C:15]([OH:17])=[O:16])[CH:12]=2)[C:7]([CH3:20])=[N:6]1.[OH-].[K+:28]. Product: [Cl:1][C:2]1[CH:24]=[CH:23][CH:22]=[C:21]([C:25]#[N:26])[C:3]=1[CH2:4][N:5]1[C:13]2[C:8](=[CH:9][CH:10]=[C:11]([C:14]([F:18])([F:19])[C:15]([O-:17])=[O:16])[CH:12]=2)[C:7]([CH3:20])=[N:6]1.[K+:28]. The catalyst class is: 8. (6) Reactant: [C:1]([C:5]1[CH:15]=[CH:14][C:8]([O:9][CH2:10][C:11]([OH:13])=O)=[CH:7][C:6]=1[F:16])([CH3:4])([CH3:3])[CH3:2].[Cl-].ClC1N(C)CC[NH+]1C.FC(F)(F)[C:28](O)=[O:29].[NH2:33][CH2:34][C:35]1[CH:40]=[CH:39][C:38]([NH:41][S:42]([CH3:45])(=[O:44])=[O:43])=[CH:37][C:36]=1OC. Product: [C:1]([C:5]1[CH:15]=[CH:14][C:8]([O:9][CH2:10][C:11]([NH:33][CH2:34][C:35]2[CH:36]=[CH:37][C:38]([NH:41][S:42]([CH3:45])(=[O:43])=[O:44])=[C:39]([O:29][CH3:28])[CH:40]=2)=[O:13])=[CH:7][C:6]=1[F:16])([CH3:2])([CH3:3])[CH3:4]. The catalyst class is: 66.